From a dataset of NCI-60 drug combinations with 297,098 pairs across 59 cell lines. Regression. Given two drug SMILES strings and cell line genomic features, predict the synergy score measuring deviation from expected non-interaction effect. (1) Drug 1: CC1=C(C(CCC1)(C)C)C=CC(=CC=CC(=CC(=O)O)C)C. Drug 2: CCN(CC)CCCC(C)NC1=C2C=C(C=CC2=NC3=C1C=CC(=C3)Cl)OC. Cell line: ACHN. Synergy scores: CSS=31.9, Synergy_ZIP=-1.40, Synergy_Bliss=-1.75, Synergy_Loewe=-6.06, Synergy_HSA=-0.898. (2) Drug 1: CC1OCC2C(O1)C(C(C(O2)OC3C4COC(=O)C4C(C5=CC6=C(C=C35)OCO6)C7=CC(=C(C(=C7)OC)O)OC)O)O. Drug 2: N.N.Cl[Pt+2]Cl. Cell line: T-47D. Synergy scores: CSS=28.1, Synergy_ZIP=-9.25, Synergy_Bliss=-4.02, Synergy_Loewe=-18.4, Synergy_HSA=-4.57. (3) Drug 1: CC1C(C(=O)NC(C(=O)N2CCCC2C(=O)N(CC(=O)N(C(C(=O)O1)C(C)C)C)C)C(C)C)NC(=O)C3=C4C(=C(C=C3)C)OC5=C(C(=O)C(=C(C5=N4)C(=O)NC6C(OC(=O)C(N(C(=O)CN(C(=O)C7CCCN7C(=O)C(NC6=O)C(C)C)C)C)C(C)C)C)N)C. Drug 2: CC(C)CN1C=NC2=C1C3=CC=CC=C3N=C2N. Cell line: SK-OV-3. Synergy scores: CSS=5.09, Synergy_ZIP=-3.83, Synergy_Bliss=-7.56, Synergy_Loewe=-13.1, Synergy_HSA=-7.94.